This data is from Catalyst prediction with 721,799 reactions and 888 catalyst types from USPTO. The task is: Predict which catalyst facilitates the given reaction. Reactant: F[C:2]1[CH:7]=[CH:6][C:5]([C:8]2[O:12][N:11]=[C:10]([C:13]3[CH:21]=[CH:20][CH:19]=[C:18]4[C:14]=3[CH:15]=[CH:16][NH:17]4)[N:9]=2)=[CH:4][C:3]=1[C:22]([F:25])([F:24])[F:23].[CH3:26][CH:27]([NH2:29])[CH3:28]. Product: [NH:17]1[C:18]2[C:14](=[C:13]([C:10]3[N:9]=[C:8]([C:5]4[CH:6]=[CH:7][C:2]([NH:29][CH:27]([CH3:28])[CH3:26])=[C:3]([C:22]([F:25])([F:23])[F:24])[CH:4]=4)[O:12][N:11]=3)[CH:21]=[CH:20][CH:19]=2)[CH:15]=[CH:16]1. The catalyst class is: 1.